Dataset: Peptide-MHC class II binding affinity with 134,281 pairs from IEDB. Task: Regression. Given a peptide amino acid sequence and an MHC pseudo amino acid sequence, predict their binding affinity value. This is MHC class II binding data. (1) The peptide sequence is DIKTKIMVLKIVKDW. The MHC is H-2-IAb with pseudo-sequence H-2-IAb. The binding affinity (normalized) is 0. (2) The peptide sequence is TKSGEHSLPRCWLVS. The MHC is DRB1_0101 with pseudo-sequence DRB1_0101. The binding affinity (normalized) is 0.592. (3) The peptide sequence is APATPAAAGAEAGKA. The MHC is HLA-DPA10301-DPB10402 with pseudo-sequence HLA-DPA10301-DPB10402. The binding affinity (normalized) is 0.120. (4) The peptide sequence is EDMLEVWNRVWITNN. The MHC is DRB1_0701 with pseudo-sequence DRB1_0701. The binding affinity (normalized) is 0.447. (5) The peptide sequence is AFKVAATAAWAAPAN. The MHC is DRB1_1001 with pseudo-sequence QEFFIASGAAVDAIMEVFLERYDLRRATYHVGFT. The binding affinity (normalized) is 0.760. (6) The peptide sequence is IQLKCSDSMPCKDIK. The MHC is HLA-DQA10102-DQB10602 with pseudo-sequence HLA-DQA10102-DQB10602. The binding affinity (normalized) is 0.279. (7) The peptide sequence is VAVGLRVVCAKY. The MHC is DRB1_0404 with pseudo-sequence DRB1_0404. The binding affinity (normalized) is 0.329. (8) The peptide sequence is MKRPSREKQDKKIFTE. The MHC is DRB1_0401 with pseudo-sequence DRB1_0401. The binding affinity (normalized) is 0.0826. (9) The peptide sequence is LALVGFLGGLITGTS. The MHC is DRB1_0401 with pseudo-sequence DRB1_0401. The binding affinity (normalized) is 0.0619. (10) The peptide sequence is KYDAYVATLSEALRI. The MHC is DRB1_1501 with pseudo-sequence DRB1_1501. The binding affinity (normalized) is 0.167.